This data is from Full USPTO retrosynthesis dataset with 1.9M reactions from patents (1976-2016). The task is: Predict the reactants needed to synthesize the given product. (1) Given the product [CH3:28][O:27][C:25]1[CH:24]=[C:23]([CH:29]2[O:34][CH2:33][CH2:32][N:31]([C:2]3[C:3]([C:10]4[CH:18]=[CH:17][C:13]([N:14]([CH3:16])[CH3:15])=[CH:12][CH:11]=4)=[N:4][C:5]([O:8][CH3:9])=[CH:6][CH:7]=3)[CH2:30]2)[CH:22]=[C:21]([O:20][CH3:19])[CH:26]=1, predict the reactants needed to synthesize it. The reactants are: Br[C:2]1[C:3]([C:10]2[CH:18]=[CH:17][C:13]([N:14]([CH3:16])[CH3:15])=[CH:12][CH:11]=2)=[N:4][C:5]([O:8][CH3:9])=[CH:6][CH:7]=1.[CH3:19][O:20][C:21]1[CH:22]=[C:23]([CH:29]2[O:34][CH2:33][CH2:32][NH:31][CH2:30]2)[CH:24]=[C:25]([O:27][CH3:28])[CH:26]=1.CC1(C)C2C(=C(P(C3C=CC=CC=3)C3C=CC=CC=3)C=CC=2)OC2C(P(C3C=CC=CC=3)C3C=CC=CC=3)=CC=CC1=2.CC(C)([O-])C.[Na+]. (2) Given the product [NH2:11][C:4]1[CH:3]=[C:2]([Br:1])[S:6][C:5]=1[C:7]([O:9][CH3:10])=[O:8], predict the reactants needed to synthesize it. The reactants are: [Br:1][C:2]1[S:6][C:5]([C:7]([O:9][CH3:10])=[O:8])=[C:4]([NH:11]C(=O)C(F)(F)F)[CH:3]=1.C(=O)([O-])[O-].[K+].[K+].CO. (3) Given the product [CH:1]1([N:7]([CH3:18])[C:8]([NH:11][CH:12]2[CH2:17][CH2:16][CH2:15][CH2:14][CH2:13]2)=[O:9])[CH2:6][CH2:5][CH2:4][CH2:3][CH2:2]1, predict the reactants needed to synthesize it. The reactants are: [CH:1]1([N:7]=[C:8]=[O:9])[CH2:6][CH2:5][CH2:4][CH2:3][CH2:2]1.C[NH:11][CH:12]1[CH2:17][CH2:16][CH2:15][CH2:14][CH2:13]1.[CH3:18]CCCCC. (4) Given the product [CH:18]1([C:21]2[NH:22][C:23]([C:27]3[C:28]([CH3:38])=[CH:29][C:30]([CH3:37])=[C:31]([CH:36]=3)[C:32]([OH:34])=[O:33])=[C:24]([CH3:26])[N:25]=2)[CH2:20][CH2:19]1, predict the reactants needed to synthesize it. The reactants are: CC1NC(C2C=C(C=CC=2C)C(O)=O)=C(C)N=1.[CH:18]1([C:21]2[NH:22][C:23]([C:27]3[C:28]([CH3:38])=[CH:29][C:30]([CH3:37])=[C:31]([CH:36]=3)[C:32]([O:34]C)=[O:33])=[C:24]([CH3:26])[N:25]=2)[CH2:20][CH2:19]1.CC1NC(C2C=C(C=CC=2C)C(OC)=O)=C(C)N=1. (5) Given the product [NH2:2][C:1]1[C:3]2[C:4]([CH3:10])([CH3:9])[C:5](=[O:6])[NH:12][C:11]=2[N:37]=[C:35]([C:27]2[C:28]3[C:29](=[N:30][CH:31]=[C:32]([F:34])[CH:33]=3)[N:25]([CH2:24][CH:19]3[CH2:20][CH2:21][CH2:22][CH2:23]3)[N:26]=2)[N:36]=1, predict the reactants needed to synthesize it. The reactants are: [C:1]([CH:3]([C:11]#[N:12])[C:4]([CH3:10])([CH3:9])[C:5](OC)=[O:6])#[N:2].CC(C)([O-])C.[K+].[CH:19]1([CH2:24][N:25]2[C:29]3=[N:30][CH:31]=[C:32]([F:34])[CH:33]=[C:28]3[C:27]([C:35](=[NH:37])[NH2:36])=[N:26]2)[CH2:23][CH2:22][CH2:21][CH2:20]1. (6) Given the product [O:32]1[CH2:33][CH2:34][N:35]([C:38]2[C:39]3[N:40]([CH:44]=[C:45](/[CH:47]=[CH:9]/[C:10]4[CH:19]=[C:18]([C:20]([OH:22])=[O:21])[C:17]5[C:12](=[CH:13][CH:14]=[CH:15][CH:16]=5)[N:11]=4)[N:46]=3)[CH:41]=[CH:42][N:43]=2)[CH2:36][CH2:37]1, predict the reactants needed to synthesize it. The reactants are: C(OP([CH2:9][C:10]1[CH:19]=[C:18]([C:20]([O:22]CC)=[O:21])[C:17]2[C:12](=[CH:13][CH:14]=[CH:15][CH:16]=2)[N:11]=1)(OCC)=O)C.CN(C=O)C.[H-].[Na+].[O:32]1[CH2:37][CH2:36][N:35]([C:38]2[C:39]3[N:40]([CH:44]=[C:45]([CH:47]=O)[N:46]=3)[CH:41]=[CH:42][N:43]=2)[CH2:34][CH2:33]1.CC(O)=O.Cl. (7) Given the product [CH3:18][N:19]([CH3:21])[CH:20]=[CH:12][C:10]1[C:9]([N+:13]([O-:15])=[O:14])=[CH:8][C:5]([C:6]#[N:7])=[C:4]([O:3][CH2:1][CH3:2])[N:11]=1, predict the reactants needed to synthesize it. The reactants are: [CH2:1]([O:3][C:4]1[N:11]=[C:10]([CH3:12])[C:9]([N+:13]([O-:15])=[O:14])=[CH:8][C:5]=1[C:6]#[N:7])[CH3:2].CO[CH:18](OC)[N:19]([CH3:21])[CH3:20].